Dataset: NCI-60 drug combinations with 297,098 pairs across 59 cell lines. Task: Regression. Given two drug SMILES strings and cell line genomic features, predict the synergy score measuring deviation from expected non-interaction effect. (1) Drug 1: C1=CC(=CC=C1CC(C(=O)O)N)N(CCCl)CCCl.Cl. Drug 2: CC1=CC=C(C=C1)C2=CC(=NN2C3=CC=C(C=C3)S(=O)(=O)N)C(F)(F)F. Cell line: SNB-19. Synergy scores: CSS=8.86, Synergy_ZIP=-2.65, Synergy_Bliss=-1.47, Synergy_Loewe=-5.04, Synergy_HSA=-5.01. (2) Drug 1: C1C(C(OC1N2C=NC3=C(N=C(N=C32)Cl)N)CO)O. Drug 2: CCC1(CC2CC(C3=C(CCN(C2)C1)C4=CC=CC=C4N3)(C5=C(C=C6C(=C5)C78CCN9C7C(C=CC9)(C(C(C8N6C)(C(=O)OC)O)OC(=O)C)CC)OC)C(=O)OC)O.OS(=O)(=O)O. Cell line: NCIH23. Synergy scores: CSS=60.8, Synergy_ZIP=-1.16, Synergy_Bliss=-1.00, Synergy_Loewe=-2.80, Synergy_HSA=-1.53. (3) Drug 1: CS(=O)(=O)C1=CC(=C(C=C1)C(=O)NC2=CC(=C(C=C2)Cl)C3=CC=CC=N3)Cl. Drug 2: CC1CCCC2(C(O2)CC(NC(=O)CC(C(C(=O)C(C1O)C)(C)C)O)C(=CC3=CSC(=N3)C)C)C. Cell line: HT29. Synergy scores: CSS=10.6, Synergy_ZIP=2.77, Synergy_Bliss=12.2, Synergy_Loewe=4.60, Synergy_HSA=9.43. (4) Drug 2: CCCCCOC(=O)NC1=NC(=O)N(C=C1F)C2C(C(C(O2)C)O)O. Synergy scores: CSS=-1.13, Synergy_ZIP=0.355, Synergy_Bliss=0.353, Synergy_Loewe=-0.673, Synergy_HSA=-0.656. Drug 1: C1CCN(CC1)CCOC2=CC=C(C=C2)C(=O)C3=C(SC4=C3C=CC(=C4)O)C5=CC=C(C=C5)O. Cell line: SNB-19. (5) Drug 1: COC1=C(C=C2C(=C1)N=CN=C2NC3=CC(=C(C=C3)F)Cl)OCCCN4CCOCC4. Drug 2: CC1=C(C(CCC1)(C)C)C=CC(=CC=CC(=CC(=O)O)C)C. Cell line: A549. Synergy scores: CSS=39.2, Synergy_ZIP=1.38, Synergy_Bliss=1.53, Synergy_Loewe=8.20, Synergy_HSA=8.86. (6) Drug 1: C1=CC(=C2C(=C1NCCNCCO)C(=O)C3=C(C=CC(=C3C2=O)O)O)NCCNCCO. Drug 2: CC1CCC2CC(C(=CC=CC=CC(CC(C(=O)C(C(C(=CC(C(=O)CC(OC(=O)C3CCCCN3C(=O)C(=O)C1(O2)O)C(C)CC4CCC(C(C4)OC)O)C)C)O)OC)C)C)C)OC. Cell line: NCI-H460. Synergy scores: CSS=53.3, Synergy_ZIP=2.67, Synergy_Bliss=1.64, Synergy_Loewe=4.87, Synergy_HSA=5.98. (7) Drug 1: C1=CN(C(=O)N=C1N)C2C(C(C(O2)CO)O)O.Cl. Drug 2: C1=NNC2=C1C(=O)NC=N2. Cell line: MALME-3M. Synergy scores: CSS=30.9, Synergy_ZIP=-10.1, Synergy_Bliss=-0.705, Synergy_Loewe=-31.0, Synergy_HSA=-0.605. (8) Drug 1: CC1=C2C(C(=O)C3(C(CC4C(C3C(C(C2(C)C)(CC1OC(=O)C(C(C5=CC=CC=C5)NC(=O)OC(C)(C)C)O)O)OC(=O)C6=CC=CC=C6)(CO4)OC(=O)C)OC)C)OC. Drug 2: CC12CCC3C(C1CCC2O)C(CC4=C3C=CC(=C4)O)CCCCCCCCCS(=O)CCCC(C(F)(F)F)(F)F. Cell line: NCI-H226. Synergy scores: CSS=32.8, Synergy_ZIP=2.06, Synergy_Bliss=3.31, Synergy_Loewe=-3.25, Synergy_HSA=5.23. (9) Drug 2: CC1CCC2CC(C(=CC=CC=CC(CC(C(=O)C(C(C(=CC(C(=O)CC(OC(=O)C3CCCCN3C(=O)C(=O)C1(O2)O)C(C)CC4CCC(C(C4)OC)O)C)C)O)OC)C)C)C)OC. Cell line: SF-268. Synergy scores: CSS=60.1, Synergy_ZIP=5.97, Synergy_Bliss=5.31, Synergy_Loewe=11.3, Synergy_HSA=11.8. Drug 1: C1=CC(=C2C(=C1NCCNCCO)C(=O)C3=C(C=CC(=C3C2=O)O)O)NCCNCCO. (10) Drug 1: CCC1=CC2CC(C3=C(CN(C2)C1)C4=CC=CC=C4N3)(C5=C(C=C6C(=C5)C78CCN9C7C(C=CC9)(C(C(C8N6C)(C(=O)OC)O)OC(=O)C)CC)OC)C(=O)OC.C(C(C(=O)O)O)(C(=O)O)O. Drug 2: C1C(C(OC1N2C=NC(=NC2=O)N)CO)O. Cell line: OVCAR3. Synergy scores: CSS=67.4, Synergy_ZIP=-2.84, Synergy_Bliss=-3.16, Synergy_Loewe=-2.36, Synergy_HSA=0.810.